From a dataset of Forward reaction prediction with 1.9M reactions from USPTO patents (1976-2016). Predict the product of the given reaction. (1) The product is: [ClH:20].[CH3:1][N:2]([CH2:8][C:9]1[CH:14]=[CH:13][C:12]([NH:15][S:16]([CH3:19])(=[O:18])=[O:17])=[CH:11][CH:10]=1)[CH2:3][C:4]([OH:6])=[O:5]. Given the reactants [CH3:1][N:2]([CH2:8][C:9]1[CH:14]=[CH:13][C:12]([NH:15][S:16]([CH3:19])(=[O:18])=[O:17])=[CH:11][CH:10]=1)[CH2:3][C:4]([O:6]C)=[O:5].[ClH:20], predict the reaction product. (2) Given the reactants C(=S)(OC1C=CC=CC=1)O[C@@H:3]1[C@@H:7]2[O:8][Si:9]([CH:23]([CH3:25])[CH3:24])([CH:20]([CH3:22])[CH3:21])[O:10][Si:11]([CH:17]([CH3:19])[CH3:18])([CH:14]([CH3:16])[CH3:15])[O:12][CH2:13][C@H:6]2[O:5][C@H:4]1[C:26]1[N:34]2[C:29]([C:30]([NH2:35])=[N:31][CH:32]=[N:33]2)=[N:28][CH:27]=1.CC(N=NC(C#N)(C)C)(C#N)C.C([SnH](CCCC)CCCC)CCC, predict the reaction product. The product is: [CH:23]([Si:9]1([CH:20]([CH3:22])[CH3:21])[O:8][C@H:7]2[CH2:3][C@H:4]([C:26]3[N:34]4[C:29]([C:30]([NH2:35])=[N:31][CH:32]=[N:33]4)=[N:28][CH:27]=3)[O:5][C@@H:6]2[CH2:13][O:12][Si:11]([CH:14]([CH3:16])[CH3:15])([CH:17]([CH3:19])[CH3:18])[O:10]1)([CH3:25])[CH3:24]. (3) Given the reactants [Cl:1][C:2]1[CH:7]=[C:6]2[NH:8][C:9](=[O:43])[C@@:10]3([C@H:14]([CH2:15][C:16]([C:19]#[N:20])([CH3:18])[CH3:17])[NH:13][C@@H:12]([C:21]([NH:23][C:24]4[CH:32]=[CH:31][C:27]([C:28](O)=[O:29])=[CH:26][C:25]=4[O:33][CH3:34])=[O:22])[C@@H:11]3[C:35]3[CH:40]=[CH:39][CH:38]=[C:37]([Cl:41])[C:36]=3[F:42])[C:5]2=[CH:4][CH:3]=1.C1N=CN(C(N2C=NC=C2)=O)C=1.[NH3:56], predict the reaction product. The product is: [C:28]([C:27]1[CH:31]=[CH:32][C:24]([NH:23][C:21]([CH:12]2[CH:11]([C:35]3[CH:40]=[CH:39][CH:38]=[C:37]([Cl:41])[C:36]=3[F:42])[C:10]3([C:5]4[C:6](=[CH:7][C:2]([Cl:1])=[CH:3][CH:4]=4)[NH:8][C:9]3=[O:43])[CH:14]([CH2:15][C:16]([C:19]#[N:20])([CH3:18])[CH3:17])[NH:13]2)=[O:22])=[C:25]([O:33][CH3:34])[CH:26]=1)(=[O:29])[NH2:56]. (4) Given the reactants [C:1]([NH:8][C@H:9]([CH:11]=[O:12])[CH3:10])([O:3][C:4]([CH3:7])([CH3:6])[CH3:5])=[O:2].[F:13][C:14]([Si](C)(C)C)([F:16])[F:15].[F-].[Cs+].O, predict the reaction product. The product is: [F:13][C:14]([F:16])([F:15])[CH:11]([OH:12])[C@@H:9]([NH:8][C:1](=[O:2])[O:3][C:4]([CH3:6])([CH3:5])[CH3:7])[CH3:10]. (5) The product is: [N:37]12[CH2:36][CH2:35][CH:34]([CH2:14][CH2:15]1)[C@@H:33]([NH:38][C:11]([C:9]1[CH:8]=[CH:7][C:6]3[C:2]([CH3:1])=[N:3][O:4][C:5]=3[CH:10]=1)=[O:13])[CH2:32]2. Given the reactants [CH3:1][C:2]1[C:6]2[CH:7]=[CH:8][C:9]([C:11]([OH:13])=O)=[CH:10][C:5]=2[O:4][N:3]=1.[CH3:14][CH2:15]N(C(C)C)C(C)C.CN(C(ON1N=[N:38][C:33]2[CH:34]=[CH:35][CH:36]=[N:37][C:32]1=2)=[N+](C)C)C.F[P-](F)(F)(F)(F)F, predict the reaction product. (6) Given the reactants [F:1][C:2]1[CH:3]=[C:4]([CH:42]=[CH:43][CH:44]=1)[CH2:5][N:6]1[CH:10]=[C:9]([C:11]2[C:19]3[C:14](=[N:15][CH:16]=[C:17]([C:20]4[CH:21]=[N:22][C:23]([N:26]5[CH2:31][CH2:30][NH:29][CH2:28][CH2:27]5)=[CH:24][CH:25]=4)[CH:18]=3)[N:13]([S:32]([C:35]3[CH:41]=[CH:40][C:38]([CH3:39])=[CH:37][CH:36]=3)(=[O:34])=[O:33])[CH:12]=2)[CH:8]=[N:7]1.FC1C=C(C=CC=1)CN1C=C(C2C3C(=NC=C(C4C=NC(N5CCN(C)CC5)=CC=4)C=3)NC=2)C=N1.[CH:80]1([CH2:83][C:84](O)=[O:85])[CH2:82][CH2:81]1.CN(C(ON1N=NC2C=CC=NC1=2)=[N+](C)C)C.F[P-](F)(F)(F)(F)F.C1C=CC2N(O)N=NC=2C=1.CCN(C(C)C)C(C)C, predict the reaction product. The product is: [CH:80]1([CH2:83][C:84]([N:29]2[CH2:30][CH2:31][N:26]([C:23]3[CH:24]=[CH:25][C:20]([C:17]4[CH:18]=[C:19]5[C:11]([C:9]6[CH:8]=[N:7][N:6]([CH2:5][C:4]7[CH:42]=[CH:43][CH:44]=[C:2]([F:1])[CH:3]=7)[CH:10]=6)=[CH:12][N:13]([S:32]([C:35]6[CH:41]=[CH:40][C:38]([CH3:39])=[CH:37][CH:36]=6)(=[O:34])=[O:33])[C:14]5=[N:15][CH:16]=4)=[CH:21][N:22]=3)[CH2:27][CH2:28]2)=[O:85])[CH2:82][CH2:81]1. (7) Given the reactants ON1C2C=CC=CC=2N=N1.Cl.C(N=C=NCCCN(C)C)C.[Br:23][C:24]1[CH:25]=[C:26]2[C:30](=[CH:31][CH:32]=1)[N:29]([CH2:33][CH2:34][CH2:35][O:36][CH3:37])[CH:28]=[C:27]2[CH2:38][NH:39][CH:40]1[CH2:42][CH2:41]1.[C:43]([O:47][C:48]([N:50]1[CH2:55][CH2:54][O:53][C@@H:52]([C:56](O)=[O:57])[CH2:51]1)=[O:49])([CH3:46])([CH3:45])[CH3:44], predict the reaction product. The product is: [Br:23][C:24]1[CH:25]=[C:26]2[C:30](=[CH:31][CH:32]=1)[N:29]([CH2:33][CH2:34][CH2:35][O:36][CH3:37])[CH:28]=[C:27]2[CH2:38][N:39]([CH:40]1[CH2:42][CH2:41]1)[C:56]([C@@H:52]1[O:53][CH2:54][CH2:55][N:50]([C:48]([O:47][C:43]([CH3:46])([CH3:45])[CH3:44])=[O:49])[CH2:51]1)=[O:57]. (8) Given the reactants [Cl:1][C:2]1[CH:11]=[C:10]2[C:5]([CH2:6][CH:7]([C:12]([CH3:17])([CH3:16])[CH2:13][O:14][CH3:15])[N:8]=[CH:9]2)=[CH:4][C:3]=1[O:18][CH2:19][CH2:20][CH2:21][O:22][CH3:23].C(O[CH:27]=[C:28]([C:34](=[O:36])[CH3:35])[C:29]([O:31][CH2:32][CH3:33])=[O:30])C, predict the reaction product. The product is: [Cl:1][C:2]1[C:3]([O:18][CH2:19][CH2:20][CH2:21][O:22][CH3:23])=[CH:4][C:5]2[CH2:6][CH:7]([C:12]([CH3:17])([CH3:16])[CH2:13][O:14][CH3:15])[N:8]3[CH:9]([CH2:35][C:34](=[O:36])[C:28]([C:29]([O:31][CH2:32][CH3:33])=[O:30])=[CH:27]3)[C:10]=2[CH:11]=1. (9) The product is: [F:12][C:9]([F:10])([F:11])[C:7]1[CH:6]=[C:5]([C:13]2[N:17]=[CH:16][N:15](/[CH:18]=[CH:19]\[C:20]([N:25]3[CH2:30][CH2:29][CH:28]([OH:31])[CH2:27][CH2:26]3)=[O:22])[N:14]=2)[CH:4]=[C:3]([C:2]([F:24])([F:23])[F:1])[CH:8]=1. Given the reactants [F:1][C:2]([F:24])([F:23])[C:3]1[CH:4]=[C:5]([C:13]2[N:17]=[CH:16][N:15](/[CH:18]=[CH:19]\[C:20]([OH:22])=O)[N:14]=2)[CH:6]=[C:7]([C:9]([F:12])([F:11])[F:10])[CH:8]=1.[NH:25]1[CH2:30][CH2:29][CH:28]([OH:31])[CH2:27][CH2:26]1.C(P1(=O)OP(CCC)(=O)OP(CCC)(=O)O1)CC.CCN(C(C)C)C(C)C, predict the reaction product.